Dataset: Reaction yield outcomes from USPTO patents with 853,638 reactions. Task: Predict the reaction yield, written as a fraction of the theoretical maximum amount of product (1.0 means a 100% yield; for example, 0.34 means a 34% yield). (1) The reactants are [C:1]([C:4]1[CH:9]=[CH:8][C:7]([C:10]2([NH:14][C:15](=[O:21])[O:16][C:17]([CH3:20])([CH3:19])[CH3:18])[CH2:13][CH2:12][CH2:11]2)=[CH:6][CH:5]=1)(=[O:3])[CH3:2].[Br-:22].[Br-].[Br-].C([N+](CCCC)(CCCC)CCCC)CCC.C([N+](CCCC)(CCCC)CCCC)CCC.C([N+](CCCC)(CCCC)CCCC)CCC. The catalyst is C(Cl)(Cl)Cl.CO.ClCCl. The product is [Br:22][CH2:2][C:1]([C:4]1[CH:5]=[CH:6][C:7]([C:10]2([NH:14][C:15](=[O:21])[O:16][C:17]([CH3:20])([CH3:19])[CH3:18])[CH2:13][CH2:12][CH2:11]2)=[CH:8][CH:9]=1)=[O:3]. The yield is 0.780. (2) The product is [N:1]([CH2:4][CH:5]1[NH:10][C:9]2[C:11]([C:22]3[CH:23]=[CH:24][C:19]([O:18][CH3:17])=[CH:20][CH:21]=3)=[CH:12][C:13]([F:15])=[CH:14][C:8]=2[O:7][CH2:6]1)=[N+:2]=[N-:3]. No catalyst specified. The reactants are [N:1]([CH2:4][CH:5]1[NH:10][C:9]2[C:11](Br)=[CH:12][C:13]([F:15])=[CH:14][C:8]=2[O:7][CH2:6]1)=[N+:2]=[N-:3].[CH3:17][O:18][C:19]1[CH:24]=[CH:23][C:22](B(O)O)=[CH:21][CH:20]=1. The yield is 0.560. (3) The reactants are [C:1]([O:5][C:6]([N:8]1[CH2:12][C:11]([F:14])([F:13])[CH2:10][CH:9]1[C:15]1[NH:16][C:17]([C:20]2[CH:25]=[CH:24][C:23](Br)=[CH:22][CH:21]=2)=[CH:18][N:19]=1)=[O:7])([CH3:4])([CH3:3])[CH3:2].[Si:27]([C:31]#[CH:32])([CH3:30])([CH3:29])[CH3:28].C(N(CC)CC)C.N#N. The catalyst is CN(C=O)C.C1C=CC([P]([Pd]([P](C2C=CC=CC=2)(C2C=CC=CC=2)C2C=CC=CC=2)([P](C2C=CC=CC=2)(C2C=CC=CC=2)C2C=CC=CC=2)[P](C2C=CC=CC=2)(C2C=CC=CC=2)C2C=CC=CC=2)(C2C=CC=CC=2)C2C=CC=CC=2)=CC=1.[Cu]I. The product is [C:1]([O:5][C:6]([N:8]1[CH2:12][C:11]([F:14])([F:13])[CH2:10][CH:9]1[C:15]1[NH:16][C:17]([C:20]2[CH:25]=[CH:24][C:23]([C:32]#[C:31][Si:27]([CH3:30])([CH3:29])[CH3:28])=[CH:22][CH:21]=2)=[CH:18][N:19]=1)=[O:7])([CH3:4])([CH3:3])[CH3:2]. The yield is 0.790.